From a dataset of Reaction yield outcomes from USPTO patents with 853,638 reactions. Predict the reaction yield, written as a fraction of the theoretical maximum amount of product (1.0 means a 100% yield; for example, 0.34 means a 34% yield). (1) The reactants are Cl[C:2]1[N:11]=[C:10]([N:12]([CH3:14])[CH3:13])[C:9]2[C:4](=[CH:5][CH:6]=[CH:7][CH:8]=2)[N:3]=1.Cl.[CH2:16]([O:23][C:24](=[O:34])[NH:25][C@H:26]1[CH2:31][CH2:30][C@H:29]([CH2:32][NH2:33])[CH2:28][CH2:27]1)[C:17]1[CH:22]=[CH:21][CH:20]=[CH:19][CH:18]=1.C([O-])(O)=O.[Na+]. The catalyst is CC(O)C.C(Cl)(Cl)Cl.CO. The product is [CH2:16]([O:23][C:24](=[O:34])[NH:25][C@H:26]1[CH2:31][CH2:30][C@H:29]([CH2:32][NH:33][C:2]2[N:11]=[C:10]([N:12]([CH3:14])[CH3:13])[C:9]3[C:4](=[CH:5][CH:6]=[CH:7][CH:8]=3)[N:3]=2)[CH2:28][CH2:27]1)[C:17]1[CH:18]=[CH:19][CH:20]=[CH:21][CH:22]=1. The yield is 0.380. (2) The reactants are [CH2:1]([C:3]1[C:8](=[O:9])[NH:7][C:6]([CH3:10])=[C:5]([C:11]2[O:15][C:14]([S:16]([Cl:19])(=[O:18])=[O:17])=[CH:13][CH:12]=2)[CH:4]=1)[CH3:2].[N:20]1([CH2:26][CH2:27][NH2:28])[CH2:25][CH2:24][O:23][CH2:22][CH2:21]1. No catalyst specified. The product is [ClH:19].[N:20]1([CH2:26][CH2:27][NH:28][S:16]([C:14]2[O:15][C:11]([C:5]3[CH:4]=[C:3]([CH2:1][CH3:2])[C:8](=[O:9])[NH:7][C:6]=3[CH3:10])=[CH:12][CH:13]=2)(=[O:18])=[O:17])[CH2:25][CH2:24][O:23][CH2:22][CH2:21]1. The yield is 0.510. (3) The reactants are [F:1][C:2]([F:16])([F:15])[C:3]1[C:4]([N:9]2[CH2:14][CH2:13][NH:12][CH2:11][CH2:10]2)=[N:5][CH:6]=[CH:7][CH:8]=1.[CH2:17]([O:24][C:25]1[CH:30]=[CH:29][C:28]([S:31](Cl)(=[O:33])=[O:32])=[CH:27][CH:26]=1)[C:18]1[CH:23]=[CH:22][CH:21]=[CH:20][CH:19]=1.C(N(C(C)C)CC)(C)C. The catalyst is ClCCl. The yield is 0.789. The product is [CH2:17]([O:24][C:25]1[CH:30]=[CH:29][C:28]([S:31]([N:12]2[CH2:11][CH2:10][N:9]([C:4]3[C:3]([C:2]([F:1])([F:15])[F:16])=[CH:8][CH:7]=[CH:6][N:5]=3)[CH2:14][CH2:13]2)(=[O:33])=[O:32])=[CH:27][CH:26]=1)[C:18]1[CH:19]=[CH:20][CH:21]=[CH:22][CH:23]=1. (4) The reactants are [CH3:1][O:2][C:3]1[CH:12]=[CH:11][C:6]([C:7]([O:9]C)=[O:8])=[CH:5][C:4]=1[S:13]([N:16]1[CH2:21][CH2:20][O:19][CH2:18][CH2:17]1)(=[O:15])=[O:14].[OH-].[Na+].Cl. The catalyst is CO. The product is [CH3:1][O:2][C:3]1[CH:12]=[CH:11][C:6]([C:7]([OH:9])=[O:8])=[CH:5][C:4]=1[S:13]([N:16]1[CH2:21][CH2:20][O:19][CH2:18][CH2:17]1)(=[O:14])=[O:15]. The yield is 0.889. (5) The reactants are Br[C:2]1[CH:7]=[CH:6][C:5]([C:8]2[N:9]([C:24]3[CH:29]=[CH:28][C:27]([Cl:30])=[CH:26][CH:25]=3)[C:10](=[O:23])[C:11]3[CH:16]=[N:15][N:14]([C:17]4[CH:22]=[CH:21][CH:20]=[CH:19][CH:18]=4)[C:12]=3[N:13]=2)=[CH:4][CH:3]=1.C([Sn](CCCC)(CCCC)[C:36]([O:38]CC)=[CH2:37])CCC. The catalyst is C1C=CC([P]([Pd]([P](C2C=CC=CC=2)(C2C=CC=CC=2)C2C=CC=CC=2)([P](C2C=CC=CC=2)(C2C=CC=CC=2)C2C=CC=CC=2)[P](C2C=CC=CC=2)(C2C=CC=CC=2)C2C=CC=CC=2)(C2C=CC=CC=2)C2C=CC=CC=2)=CC=1.C1(C)C=CC=CC=1. The product is [C:36]([C:2]1[CH:7]=[CH:6][C:5]([C:8]2[N:9]([C:24]3[CH:25]=[CH:26][C:27]([Cl:30])=[CH:28][CH:29]=3)[C:10](=[O:23])[C:11]3[CH:16]=[N:15][N:14]([C:17]4[CH:22]=[CH:21][CH:20]=[CH:19][CH:18]=4)[C:12]=3[N:13]=2)=[CH:4][CH:3]=1)(=[O:38])[CH3:37]. The yield is 0.950. (6) The reactants are [N:1]1[CH:6]=[CH:5][CH:4]=[C:3]([C:7]2[CH:15]=[C:14]3[C:10]([CH2:11][C:12](=[O:16])[NH:13]3)=[CH:9][CH:8]=2)[CH:2]=1.[CH2:17]([N:19]([CH2:36][CH3:37])[CH2:20][CH2:21][NH:22][C:23]([C:25]1[NH:26][C:27]([CH:34]=O)=[C:28]2[C:33]=1[CH2:32][CH2:31][CH2:30][CH2:29]2)=[O:24])[CH3:18]. No catalyst specified. The product is [CH2:36]([N:19]([CH2:17][CH3:18])[CH2:20][CH2:21][NH:22][C:23]([C:25]1[NH:26][C:27]([CH:34]=[C:11]2[C:10]3[C:14](=[CH:15][C:7]([C:3]4[CH:2]=[N:1][CH:6]=[CH:5][CH:4]=4)=[CH:8][CH:9]=3)[NH:13][C:12]2=[O:16])=[C:28]2[C:33]=1[CH2:32][CH2:31][CH2:30][CH2:29]2)=[O:24])[CH3:37]. The yield is 0.380. (7) The reactants are [NH2:1][C:2]1[C:3]([Cl:8])=[N:4][CH:5]=[CH:6][CH:7]=1.[F:9][C:10]([F:21])([F:20])[C:11](O[C:11](=[O:12])[C:10]([F:21])([F:20])[F:9])=[O:12]. The catalyst is ClCCl. The product is [Cl:8][C:3]1[C:2]([NH:1][C:11](=[O:12])[C:10]([F:21])([F:20])[F:9])=[CH:7][CH:6]=[CH:5][N:4]=1. The yield is 0.990.